This data is from Experimentally validated miRNA-target interactions with 360,000+ pairs, plus equal number of negative samples. The task is: Binary Classification. Given a miRNA mature sequence and a target amino acid sequence, predict their likelihood of interaction. The protein sequence of the target gene is MGNHAGKRELNAEKASTNSETNRGESEKKRNLGELSRTTSEDNEVFGEADANQNNGTSSQDTAVTDSKRTADPKNAWQDAHPADPGSRPHLIRLFSRDAPGREDNTFKDRPSESDELQTIQEDSAATSESLDVMASQKRPSQRHGSKYLATASTMDHARHGFLPRHRDTGILDSIGRFFGGDRGAPKRGSGKDSHHPARTAHYGSLPQKSHGRTQDENPVVHFFKNIVTPRTPPPSQGKGRGLSLSRFSWGAEGQRPGFGYGGRASDYKSAHKGFKGVDAQGTLSKIFKLGGRDSRSGSP.... Result: 0 (no interaction). The miRNA is hsa-miR-380-5p with sequence UGGUUGACCAUAGAACAUGCGC.